Dataset: Peptide-MHC class II binding affinity with 134,281 pairs from IEDB. Task: Regression. Given a peptide amino acid sequence and an MHC pseudo amino acid sequence, predict their binding affinity value. This is MHC class II binding data. (1) The peptide sequence is QRMMAEIDTDGDGFI. The MHC is HLA-DQA10101-DQB10501 with pseudo-sequence HLA-DQA10101-DQB10501. The binding affinity (normalized) is 0.0836. (2) The peptide sequence is GEYQIVDKIDAAFKI. The MHC is DRB1_0401 with pseudo-sequence DRB1_0401. The binding affinity (normalized) is 0.591.